From a dataset of Catalyst prediction with 721,799 reactions and 888 catalyst types from USPTO. Predict which catalyst facilitates the given reaction. (1) Reactant: Br[C:2]1[CH:3]=[C:4]([CH2:16][C@H:17]([NH:37][C:38]([N:40]2[CH2:45][CH2:44][O:43][CH2:42][CH2:41]2)=[O:39])[C:18]([NH:20][CH2:21][CH2:22][CH2:23][CH2:24][O:25][C:26]2[CH:35]=[CH:34][CH:33]=[C:32]([OH:36])[C:27]=2[C:28]([O:30][CH3:31])=[O:29])=[O:19])[CH:5]=[CH:6][C:7]=1[CH:8]1[S:12](=[O:14])(=[O:13])[NH:11][C:10](=[O:15])[CH2:9]1.[CH3:46][N:47](C=O)C. Product: [C:46]([C:2]1[CH:3]=[C:4]([CH2:16][C@H:17]([NH:37][C:38]([N:40]2[CH2:45][CH2:44][O:43][CH2:42][CH2:41]2)=[O:39])[C:18]([NH:20][CH2:21][CH2:22][CH2:23][CH2:24][O:25][C:26]2[CH:35]=[CH:34][CH:33]=[C:32]([OH:36])[C:27]=2[C:28]([O:30][CH3:31])=[O:29])=[O:19])[CH:5]=[CH:6][C:7]=1[CH:8]1[S:12](=[O:13])(=[O:14])[NH:11][C:10](=[O:15])[CH2:9]1)#[N:47]. The catalyst class is: 267. (2) Product: [F:1][C:2]1[CH:7]=[CH:6][C:5]([C:8]([C:10]2[CH:19]=[CH:18][CH:17]=[C:16]3[C:11]=2[CH:12]=[CH:13][C:14]([NH:20][C@H:21]2[C:29]4[C:24](=[CH:25][CH:26]=[CH:27][CH:28]=4)[CH2:23][CH2:22]2)=[N:15]3)=[N:31][OH:32])=[CH:4][CH:3]=1. The catalyst class is: 14. Reactant: [F:1][C:2]1[CH:7]=[CH:6][C:5]([C:8]([C:10]2[CH:19]=[CH:18][CH:17]=[C:16]3[C:11]=2[CH:12]=[CH:13][C:14]([NH:20][C@H:21]2[C:29]4[C:24](=[CH:25][CH:26]=[CH:27][CH:28]=4)[CH2:23][CH2:22]2)=[N:15]3)=O)=[CH:4][CH:3]=1.Cl.[NH2:31][OH:32].C(=O)([O-])[O-].[Na+].[Na+].O. (3) Reactant: [Cl:1][C:2]1[CH:10]=[CH:9][C:8]([NH:11][C:12]([C:14]2[CH:19]=[CH:18][N:17]=[C:16]([N:20]3[CH2:25][CH2:24][O:23][CH2:22][CH2:21]3)[CH:15]=2)=[O:13])=[CH:7][C:3]=1[C:4](O)=[O:5].[NH2:26][C:27]1[CH:28]=[CH:29][C:30]([N:33]2[CH2:38][CH2:37][N:36]([CH2:39][CH3:40])[CH2:35][CH2:34]2)=[N:31][CH:32]=1.C(N(C(C)C)CC)(C)C. Product: [CH2:39]([N:36]1[CH2:35][CH2:34][N:33]([C:30]2[N:31]=[CH:32][C:27]([NH:26][C:4](=[O:5])[C:3]3[CH:7]=[C:8]([NH:11][C:12]([C:14]4[CH:19]=[CH:18][N:17]=[C:16]([N:20]5[CH2:25][CH2:24][O:23][CH2:22][CH2:21]5)[CH:15]=4)=[O:13])[CH:9]=[CH:10][C:2]=3[Cl:1])=[CH:28][CH:29]=2)[CH2:38][CH2:37]1)[CH3:40]. The catalyst class is: 3. (4) Reactant: C([O:3][C:4](=[O:28])[CH:5]([N:13]1[CH2:17][C:16]([O:18][C:19]2[C:24]([F:25])=[CH:23][CH:22]=[CH:21][C:20]=2[F:26])=[CH:15][C:14]1=[O:27])[CH2:6][C:7]1([F:12])[CH2:11][CH2:10][CH2:9][CH2:8]1)C.O.[OH-].[Li+].O. Product: [F:26][C:20]1[CH:21]=[CH:22][CH:23]=[C:24]([F:25])[C:19]=1[O:18][C:16]1[CH2:17][N:13]([CH:5]([CH2:6][C:7]2([F:12])[CH2:8][CH2:9][CH2:10][CH2:11]2)[C:4]([OH:28])=[O:3])[C:14](=[O:27])[CH:15]=1. The catalyst class is: 30. (5) Reactant: [C:1]([O:7][CH2:8][CH3:9])(=[O:6])[CH2:2][C:3]([CH3:5])=[O:4].[H-].[Na+].[N+:12]([C:15]1[CH:22]=[CH:21][C:18]([CH2:19]Br)=[CH:17][CH:16]=1)([O-:14])=[O:13]. Product: [N+:12]([C:15]1[CH:22]=[CH:21][C:18]([CH2:19][CH:2]([C:3](=[O:4])[CH3:5])[C:1]([O:7][CH2:8][CH3:9])=[O:6])=[CH:17][CH:16]=1)([O-:14])=[O:13]. The catalyst class is: 1. (6) Reactant: [NH2:1][CH2:2][C:3]1[CH:4]=[C:5]([CH:23]=[CH:24][C:25]=1[CH2:26][NH2:27])[C:6]([NH:8][C@H:9]1[CH2:14][C:13]2[CH:15]=[CH:16][CH:17]=[C:18]([C:19]([OH:21])=[O:20])[C:12]=2[O:11][B:10]1[OH:22])=[O:7].CC(O)=O.[CH3:32][C:33]([CH3:35])=O.C(O[BH-](OC(=O)C)OC(=O)C)(=O)C.[Na+]. Product: [NH2:27][CH2:26][C:25]1[CH:24]=[CH:23][C:5]([C:6]([NH:8][C@H:9]2[CH2:14][C:13]3[CH:15]=[CH:16][CH:17]=[C:18]([C:19]([OH:21])=[O:20])[C:12]=3[O:11][B:10]2[OH:22])=[O:7])=[CH:4][C:3]=1[CH2:2][NH:1][CH:33]([CH3:35])[CH3:32]. The catalyst class is: 5. (7) Reactant: [OH-].[Li+].C[O:4][C:5]([CH:7]1[CH2:12][CH2:11][N:10]([S:13]([C:16]2[CH:21]=[CH:20][C:19]([N+:22]([O-:24])=[O:23])=[CH:18][CH:17]=2)(=[O:15])=[O:14])[CH2:9][CH2:8]1)=[O:6]. Product: [N+:22]([C:19]1[CH:20]=[CH:21][C:16]([S:13]([N:10]2[CH2:9][CH2:8][CH:7]([C:5]([OH:6])=[O:4])[CH2:12][CH2:11]2)(=[O:14])=[O:15])=[CH:17][CH:18]=1)([O-:24])=[O:23]. The catalyst class is: 20. (8) Reactant: [C:1]([NH:4][CH2:5][C:6]([OH:8])=O)(=[O:3])[CH3:2].N1(C(N2C=CN=C2)=O)C=CN=C1.[Br:21][C:22]1[CH:23]=[CH:24][C:25]([C:28]([NH:30][NH2:31])=[O:29])=[N:26][CH:27]=1. Product: [Br:21][C:22]1[CH:23]=[CH:24][C:25]([C:28]([NH:30][NH:31][C:6](=[O:8])[CH2:5][NH:4][C:1](=[O:3])[CH3:2])=[O:29])=[N:26][CH:27]=1. The catalyst class is: 3.